This data is from Reaction yield outcomes from USPTO patents with 853,638 reactions. The task is: Predict the reaction yield, written as a fraction of the theoretical maximum amount of product (1.0 means a 100% yield; for example, 0.34 means a 34% yield). (1) The reactants are COC(=O)[CH:4]([CH:24]1CC1)[CH2:5][CH2:6][CH2:7][CH2:8][CH2:9][CH2:10][CH2:11][CH2:12][CH2:13][CH2:14][CH2:15][CH2:16][CH:17]([CH:21]1[CH2:23][CH2:22]1)C(O)=O.[C:28](Cl)(=[O:32])C(Cl)=O.C(N(CC)CC)C.[CH:41]1([NH2:44])[CH2:43][CH2:42]1.[C:45]([O:48][CH2:49]C)(=[O:47])C. The catalyst is ClCCl.CN(C=O)C. The product is [CH3:49][O:48][C:45]([C:21]1([CH2:17][CH2:16][CH2:15][CH2:14][CH2:13][CH2:12][CH2:11][CH2:10][CH2:9][CH2:8][CH2:7][CH2:6][C:5]2([C:28](=[O:32])[NH:44][CH:41]3[CH2:43][CH2:42]3)[CH2:4][CH2:24]2)[CH2:22][CH2:23]1)=[O:47]. The yield is 0.790. (2) The yield is 0.580. The product is [Br:16][C:17]1[C:18]([CH2:27][CH3:28])=[N:19][CH:20]=[C:21]([CH:26]=1)[C:22]([O:14][CH2:10][CH3:4])=[O:23]. The reactants are BrC1C=[C:4]([C:10]2[O:14]C(=O)NN=2)C=NC=1CC.[Br:16][C:17]1[C:18]([CH2:27][CH3:28])=[N:19][CH:20]=[C:21]([CH:26]=1)[C:22](NN)=[O:23].C(N(C(C)C)CC)(C)C.ClC(Cl)(OC(=O)OC(Cl)(Cl)Cl)Cl. The catalyst is C(Cl)Cl.